From a dataset of Full USPTO retrosynthesis dataset with 1.9M reactions from patents (1976-2016). Predict the reactants needed to synthesize the given product. (1) Given the product [N:10]1([C:8]([C:7]2[C:2]([O:31][C:22]3[CH:23]=[C:24]([C:27]([F:28])([F:29])[F:30])[CH:25]=[CH:26][C:21]=3[F:20])=[N:3][CH:4]=[CH:5][CH:6]=2)=[O:9])[C:19]2[C:14](=[CH:15][CH:16]=[CH:17][CH:18]=2)[CH2:13][CH2:12][CH2:11]1, predict the reactants needed to synthesize it. The reactants are: Cl[C:2]1[C:7]([C:8]([N:10]2[C:19]3[C:14](=[CH:15][CH:16]=[CH:17][CH:18]=3)[CH2:13][CH2:12][CH2:11]2)=[O:9])=[CH:6][CH:5]=[CH:4][N:3]=1.[F:20][C:21]1[CH:26]=[CH:25][C:24]([C:27]([F:30])([F:29])[F:28])=[CH:23][C:22]=1[OH:31].C(=O)([O-])[O-].[Cs+].[Cs+]. (2) Given the product [CH:1]([C@@H:4]([CH2:20][C:21]1[CH:22]=[CH:23][C:24]([C:27]([CH3:29])([CH3:28])[CH3:30])=[CH:25][CH:26]=1)[CH2:5][OH:6])([CH3:3])[CH3:2], predict the reactants needed to synthesize it. The reactants are: [CH:1]([C@@H:4]([CH2:20][C:21]1[CH:26]=[CH:25][C:24]([C:27]([CH3:30])([CH3:29])[CH3:28])=[CH:23][CH:22]=1)[C:5](N1[C@H](CC2C=CC=CC=2)COC1=O)=[O:6])([CH3:3])[CH3:2].[H-].[H-].[H-].[H-].[Li+].[Al+3].C(OCC)(=O)C.S(=O)(=O)(O)O.